Dataset: Catalyst prediction with 721,799 reactions and 888 catalyst types from USPTO. Task: Predict which catalyst facilitates the given reaction. (1) Reactant: [Cl:1][C:2]1[CH:3]=[N:4][CH:5]=[C:6]([Cl:29])[C:7]=1[NH:8][C:9]([C:11]1[C:19]2[C:18]3[CH:20]=[C:21]([N+:24]([O-])=O)[CH:22]=[CH:23][C:17]=3[O:16][C:15]=2[C:14]([O:27][CH3:28])=[CH:13][CH:12]=1)=[O:10].O.NN. Product: [Cl:1][C:2]1[CH:3]=[N:4][CH:5]=[C:6]([Cl:29])[C:7]=1[NH:8][C:9]([C:11]1[C:19]2[C:18]3[CH:20]=[C:21]([NH2:24])[CH:22]=[CH:23][C:17]=3[O:16][C:15]=2[C:14]([O:27][CH3:28])=[CH:13][CH:12]=1)=[O:10]. The catalyst class is: 94. (2) Reactant: Cl.[Cl:2][C:3]1[CH:8]=[CH:7][CH:6]=[CH:5][C:4]=1[CH:9]1[N:13]([C:14]2[CH:19]=[CH:18][C:17]([C:20]3[CH2:21][CH2:22][NH:23][CH2:24][CH:25]=3)=[CH:16][CH:15]=2)[N:12]=[C:11]([C:26]([C:32]([F:35])([F:34])[F:33])([C:28]([F:31])([F:30])[F:29])[OH:27])[CH2:10]1.[CH:36]1([S:39](Cl)(=[O:41])=[O:40])[CH2:38][CH2:37]1.C(N(CC)CC)C. Product: [Cl:2][C:3]1[CH:8]=[CH:7][CH:6]=[CH:5][C:4]=1[CH:9]1[N:13]([C:14]2[CH:15]=[CH:16][C:17]([C:20]3[CH2:21][CH2:22][N:23]([S:39]([CH:36]4[CH2:38][CH2:37]4)(=[O:41])=[O:40])[CH2:24][CH:25]=3)=[CH:18][CH:19]=2)[N:12]=[C:11]([C:26]([C:32]([F:35])([F:33])[F:34])([C:28]([F:29])([F:30])[F:31])[OH:27])[CH2:10]1. The catalyst class is: 4. (3) Reactant: [Cl-].[NH4+:2].[Al](C)(C)C.[Cl:7][C:8]1[CH:13]=[C:12]([C:14]#[N:15])[CH:11]=[CH:10][N:9]=1.CO. Product: [Cl:7][C:8]1[CH:13]=[C:12]([C:14](=[NH:2])[NH2:15])[CH:11]=[CH:10][N:9]=1. The catalyst class is: 11. (4) The catalyst class is: 53. Reactant: [CH3:1][C:2]1[CH:3]=[CH:4][C:5]([N+:13]([O-:15])=[O:14])=[C:6]([CH:12]=1)[C:7]([N:9]([CH3:11])[CH3:10])=[O:8].[Br:16]N1C(=O)CCC1=O.N(C(C)(C)C#N)=NC(C)(C)C#N. Product: [Br:16][CH2:1][C:2]1[CH:3]=[CH:4][C:5]([N+:13]([O-:15])=[O:14])=[C:6]([CH:12]=1)[C:7]([N:9]([CH3:10])[CH3:11])=[O:8]. (5) Reactant: [CH3:1][C:2]1[C:10]2[C:9](=[O:11])[CH:8]=[C:7]([C:12]3[CH:17]=[CH:16][C:15]([N:18]4[CH2:23][CH2:22][N:21]([C:24]([O:26][C:27]([CH3:30])([CH3:29])[CH3:28])=[O:25])[CH2:20][CH2:19]4)=[CH:14][CH:13]=3)[NH:6][C:5]=2[N:4]([C:31]2[CH:36]=[CH:35][CH:34]=[CH:33][CH:32]=2)[N:3]=1.[CH:37]1C=CC(P(C2C=CC=CC=2)C2C=CC=CC=2)=CC=1.CO.CCOC(/N=N/C(OCC)=O)=O. Product: [C:27]([O:26][C:24]([N:21]1[CH2:20][CH2:19][N:18]([C:15]2[CH:14]=[CH:13][C:12]([C:7]3[N:6]=[C:5]4[N:4]([C:31]5[CH:36]=[CH:35][CH:34]=[CH:33][CH:32]=5)[N:3]=[C:2]([CH3:1])[C:10]4=[C:9]([O:11][CH3:37])[CH:8]=3)=[CH:17][CH:16]=2)[CH2:23][CH2:22]1)=[O:25])([CH3:30])([CH3:28])[CH3:29]. The catalyst class is: 7. (6) The catalyst class is: 18. Product: [Cl:72][C:66]1[CH:67]=[CH:68][C:69]([F:71])=[CH:70][C:65]=1[O:64][CH:61]1[CH2:62][CH2:63][N:58]([C:56](=[O:57])[CH2:55][NH:54][C:21]([C:19]2[N:18]=[N:17][N:16]([C:12]3[CH:11]=[C:10]([CH3:24])[CH:15]=[CH:14][CH:13]=3)[CH:20]=2)=[O:23])[CH2:59][CH2:60]1. Reactant: CCN(C(C)C)C(C)C.[C:10]1([CH3:24])[CH:15]=[CH:14][CH:13]=[C:12]([N:16]2[CH:20]=[C:19]([C:21]([OH:23])=O)[N:18]=[N:17]2)[CH:11]=1.CC1C=C(C=CC=1)N.C1C=CC2N(O)N=NC=2C=1.CCN=C=NCCCN(C)C.[NH2:54][CH2:55][C:56]([N:58]1[CH2:63][CH2:62][CH:61]([O:64][C:65]2[CH:70]=[C:69]([F:71])[CH:68]=[CH:67][C:66]=2[Cl:72])[CH2:60][CH2:59]1)=[O:57]. (7) Reactant: [NH2:1][CH2:2][CH:3]1[CH2:16][C:15]2[C:6](=[C:7]([NH2:18])[C:8]3[C:13]([N:14]=2)=[CH:12][C:11]([Cl:17])=[CH:10][CH:9]=3)[CH2:5][CH2:4]1.[S:19]1[CH2:23][CH2:22][CH:21]([CH2:24][C:25](O)=[O:26])[S:20]1.C1[C@@H](CC(O)=O)SSC1.Cl.CN(C)CCCN=C=NCC. Product: [NH2:18][C:7]1[C:8]2[C:13]([N:14]=[C:15]3[C:6]=1[CH2:5][CH2:4][CH:3]([CH2:2][NH:1][C:25](=[O:26])[CH2:24][CH:21]1[CH2:22][CH2:23][S:19][S:20]1)[CH2:16]3)=[CH:12][C:11]([Cl:17])=[CH:10][CH:9]=2. The catalyst class is: 3.